This data is from HIV replication inhibition screening data with 41,000+ compounds from the AIDS Antiviral Screen. The task is: Binary Classification. Given a drug SMILES string, predict its activity (active/inactive) in a high-throughput screening assay against a specified biological target. (1) The molecule is Cn1cc(NC(=O)Nc2cc(C(=O)Nc3ccc4cc(S(=O)(=O)O)cc(S(=O)(=O)O)c4c3)n(C)c2)cc1C(=O)Nc1ccc2cc(S(=O)(=O)O)cc(S(=O)(=O)O)c2c1.[NaH]. The result is 1 (active). (2) The molecule is COC(=O)Cc1ccc(COC(=O)c2cc(C(=CCCC3CCC4(C)C(CCC5C4CCC4(C)C(C(C)CCCC(C)C)CCC54)C3)c3cc(Cl)c(OCc4ccc(CC(=O)OC)cc4)c(C(=O)OCc4ccc(CC(=O)OC)cc4)c3)cc(Cl)c2OCc2ccc(CC(=O)OC)cc2)cc1. The result is 0 (inactive). (3) The molecule is CC1(C)C=C(C=NNc2ccc([N+](=O)[O-])cc2)C(C#N)=C(O)C1(C#N)C#N. The result is 0 (inactive). (4) The compound is CC(=O)NC1=NC(=Cc2ccc(Cl)cc2)C(=O)N1C=C1C(=O)Oc2ccccc2C1=O. The result is 0 (inactive). (5) The compound is Nc1ncnc2c(C3OC(CO)C(O)C3O)nsc12. The result is 0 (inactive). (6) The molecule is COc1cc(C=Nc2cc(Cl)c(N=O)c(Cl)c2)ccc1N(CCCCl)CCCCl. The result is 1 (active). (7) The molecule is Cc1ccc(Nc2nc3ccccc3nc2NS(=O)(=O)c2ccc(N)cc2)cc1. The result is 0 (inactive). (8) The compound is [N-]=[N+]=NC1(c2ccccc2)C(=O)c2cccc3c2N(CCC3)C1=O. The result is 0 (inactive). (9) The molecule is CC1CN2CC(C)OB(O1)OC(C)C2. The result is 0 (inactive).